From a dataset of Catalyst prediction with 721,799 reactions and 888 catalyst types from USPTO. Predict which catalyst facilitates the given reaction. (1) Reactant: [F:1][C:2]1[CH:7]=[CH:6][C:5]([C:8]2[C:12]([C:13]3[CH:18]=[CH:17][N:16]=[C:15]4[CH2:19][O:20][C:21](=[O:22])[C:14]=34)=[CH:11][N:10]([CH3:23])[N:9]=2)=[CH:4][CH:3]=1.[CH2:24]([NH2:31])[C:25]1[CH:30]=[CH:29][CH:28]=[CH:27][CH:26]=1. Product: [CH2:24]([N:31]1[C:21](=[O:22])[C:14]2[C:15](=[N:16][CH:17]=[CH:18][C:13]=2[C:12]2[C:8]([C:5]3[CH:4]=[CH:3][C:2]([F:1])=[CH:7][CH:6]=3)=[N:9][N:10]([CH3:23])[CH:11]=2)[C:19]1=[O:20])[C:25]1[CH:30]=[CH:29][CH:28]=[CH:27][CH:26]=1. The catalyst class is: 15. (2) Reactant: [CH2:1]([NH:8][CH:9]1[CH2:15][C:14]2[CH:16]=[C:17]([O:20][CH2:21][C:22]([NH:24][CH2:25][CH2:26][CH2:27][CH3:28])=[O:23])[CH:18]=[CH:19][C:13]=2[CH2:12][CH2:11][CH2:10]1)[C:2]1[CH:7]=[CH:6][CH:5]=[CH:4][CH:3]=1.[CH2:29]([O:36][C:37]1[CH:47]=[CH:46][C:40]([O:41][CH2:42][C@H:43]2[O:45][CH2:44]2)=[CH:39][CH:38]=1)[C:30]1[CH:35]=[CH:34][CH:33]=[CH:32][CH:31]=1.FC(F)(F)S([O-])(=O)=O.[Yb+3].FC(F)(F)S([O-])(=O)=O.FC(F)(F)S([O-])(=O)=O.C(=O)(O)[O-].[Na+]. Product: [CH2:1]([N:8]([CH:9]1[CH2:15][C:14]2[CH:16]=[C:17]([O:20][CH2:21][C:22]([NH:24][CH2:25][CH2:26][CH2:27][CH3:28])=[O:23])[CH:18]=[CH:19][C:13]=2[CH2:12][CH2:11][CH2:10]1)[CH2:44][C@H:43]([OH:45])[CH2:42][O:41][C:40]1[CH:46]=[CH:47][C:37]([O:36][CH2:29][C:30]2[CH:35]=[CH:34][CH:33]=[CH:32][CH:31]=2)=[CH:38][CH:39]=1)[C:2]1[CH:3]=[CH:4][CH:5]=[CH:6][CH:7]=1. The catalyst class is: 4. (3) Reactant: C([NH:4][CH:5]([C:10]([OH:12])=[O:11])[CH2:6][CH2:7][S:8][CH3:9])(=O)C. Product: [NH2:4][C@H:5]([C:10]([OH:12])=[O:11])[CH2:6][CH2:7][S:8][CH3:9]. The catalyst class is: 6. (4) Reactant: [CH:1]1([C:7](=[O:17])[CH2:8][NH:9][C:10](=[O:16])OC(C)(C)C)[CH2:6][CH2:5][CH2:4][CH2:3][CH2:2]1.C(O)(C(F)(F)F)=O.FC(F)(F)C(O)=O.NCC(C1CCCCC1)=O.[Cl:42][C:43]1[CH:48]=[CH:47][C:46]([N:49]2[C:53]([CH3:54])=[C:52](C(O)=O)[N:51]=[C:50]2[C:58]2[CH:63]=[CH:62][C:61]([Cl:64])=[CH:60][C:59]=2[Cl:65])=[CH:45][CH:44]=1.CCN=C=NCCCN(C)C.C1C=CC2N(O)N=NC=2C=1.CN1CCOCC1. Product: [Cl:42][C:43]1[CH:44]=[CH:45][C:46]([N:49]2[C:53]([CH3:54])=[C:52]([C:10]([NH:9][CH2:8][C:7]([CH:1]3[CH2:2][CH2:3][CH2:4][CH2:5][CH2:6]3)=[O:17])=[O:16])[N:51]=[C:50]2[C:58]2[CH:63]=[CH:62][C:61]([Cl:64])=[CH:60][C:59]=2[Cl:65])=[CH:47][CH:48]=1. The catalyst class is: 2. (5) Reactant: Cl[C:2]1[CH:7]=[C:6]([C:8]2[CH:13]=[CH:12][CH:11]=[CH:10][CH:9]=2)[N:5]=[C:4]([NH:14][C:15](=[O:29])[CH2:16][CH2:17][C:18]([C:20]2[CH:21]=[CH:22][C:23]3[O:27][CH2:26][CH2:25][C:24]=3[CH:28]=2)=[O:19])[CH:3]=1.C1(C2C=CC=CC=2)C=CC=CC=1P(C1CCCCC1)C1CCCCC1.C(=O)([O-])[O-].[K+].[K+].[OH:61][C:62]1[CH:63]=[C:64](B(O)O)[CH:65]=[CH:66][CH:67]=1. Product: [O:27]1[C:23]2[CH:22]=[CH:21][C:20]([C:18](=[O:19])[CH2:17][CH2:16][C:15]([NH:14][C:4]3[CH:3]=[C:2]([C:66]4[CH:65]=[CH:64][CH:63]=[C:62]([OH:61])[CH:67]=4)[CH:7]=[C:6]([C:8]4[CH:13]=[CH:12][CH:11]=[CH:10][CH:9]=4)[N:5]=3)=[O:29])=[CH:28][C:24]=2[CH2:25][CH2:26]1. The catalyst class is: 110. (6) Reactant: [N:1]1[CH:6]=[CH:5][CH:4]=[CH:3][C:2]=1[C:7]1[CH:12]=[CH:11][C:10]([CH2:13][OH:14])=[CH:9][CH:8]=1.[Cl:15][CH2:16][C:17]1[C:25]([CH3:26])=[CH:24][C:23]([CH3:27])=[C:22]2[C:18]=1[CH:19]=[CH:20][N:21]2[S:28]([C:31]1[CH:37]=[CH:36][C:34]([CH3:35])=[CH:33][CH:32]=1)(=[O:30])=[O:29]. Product: [Cl-:15].[CH3:26][C:25]1[C:17]([CH2:16][N+:1]2[CH:6]=[CH:5][CH:4]=[CH:3][C:2]=2[C:7]2[CH:12]=[CH:11][C:10]([CH2:13][OH:14])=[CH:9][CH:8]=2)=[C:18]2[C:22](=[C:23]([CH3:27])[CH:24]=1)[N:21]([S:28]([C:31]1[CH:37]=[CH:36][C:34]([CH3:35])=[CH:33][CH:32]=1)(=[O:29])=[O:30])[CH:20]=[CH:19]2. The catalyst class is: 23.